This data is from M1 muscarinic receptor antagonist screen with 61,756 compounds. The task is: Binary Classification. Given a drug SMILES string, predict its activity (active/inactive) in a high-throughput screening assay against a specified biological target. (1) The compound is S(=O)(=O)(N1C(CCCC1)C(=O)N1CCN(CC1)c1ncccc1)c1c(OC)ccc(OC)c1. The result is 0 (inactive). (2) The molecule is Fc1cc(C(=O)Nc2cc3OCOc3cc2)ccc1. The result is 0 (inactive). (3) The compound is O(CCN(c1nc(cc(n1)C)C)C#N)c1ccccc1. The result is 0 (inactive).